From a dataset of Reaction yield outcomes from USPTO patents with 853,638 reactions. Predict the reaction yield, written as a fraction of the theoretical maximum amount of product (1.0 means a 100% yield; for example, 0.34 means a 34% yield). The reactants are [C:1]([O:6][CH3:7])(=[O:5])/[CH:2]=[CH:3]/[CH3:4].[CH2:8]([N:15]([CH2:19][Si](C)(C)C)[CH2:16]OC)[C:9]1[CH:14]=[CH:13][CH:12]=[CH:11][CH:10]=1. The catalyst is C(Cl)Cl. The product is [CH2:8]([N:15]1[CH2:16][CH:3]([CH3:4])[CH:2]([C:1]([O:6][CH3:7])=[O:5])[CH2:19]1)[C:9]1[CH:10]=[CH:11][CH:12]=[CH:13][CH:14]=1. The yield is 0.746.